This data is from Catalyst prediction with 721,799 reactions and 888 catalyst types from USPTO. The task is: Predict which catalyst facilitates the given reaction. (1) Reactant: [CH2:1]([O:3][C:4](=[O:23])[CH:5]=[CH:6][CH2:7][CH2:8][CH2:9][CH2:10][CH2:11][CH2:12][C:13]1[CH:22]=[CH:21][C:20]2[C:15](=[N:16][CH:17]=[CH:18][CH:19]=2)[N:14]=1)[CH3:2].[NH2:24][C:25]1[CH:30]=[CH:29][C:28](Br)=[CH:27][N:26]=1.CC([O-])=O.[K+]. Product: [CH2:1]([O:3][C:4](=[O:23])[CH:5]=[C:6]([C:28]1[CH:27]=[N:26][C:25]([NH2:24])=[CH:30][CH:29]=1)[CH2:7][CH2:8][CH2:9][CH2:10][CH2:11][CH2:12][C:13]1[CH:22]=[CH:21][C:20]2[C:15](=[N:16][CH:17]=[CH:18][CH:19]=2)[N:14]=1)[CH3:2]. The catalyst class is: 416. (2) Reactant: [NH2:1][C:2]1[CH:7]=[C:6]([C:8](=[O:10])[CH3:9])[CH:5]=[CH:4][N:3]=1.[BH4-].[Na+]. Product: [NH2:1][C:2]1[CH:7]=[C:6]([CH:8]([OH:10])[CH3:9])[CH:5]=[CH:4][N:3]=1. The catalyst class is: 5.